Dataset: Forward reaction prediction with 1.9M reactions from USPTO patents (1976-2016). Task: Predict the product of the given reaction. (1) Given the reactants [NH2:1][C@H:2]([C:23]1[CH:28]=[CH:27][CH:26]=[CH:25][CH:24]=1)[CH2:3][CH2:4][N:5]1[CH2:10][CH2:9][CH:8]([C:11]2[CH:12]=[C:13]([NH:17][C:18](=[O:22])[CH:19]([CH3:21])[CH3:20])[CH:14]=[CH:15][CH:16]=2)[CH2:7][CH2:6]1.[S:29]1[CH:33]=[CH:32][CH:31]=[C:30]1[C:34](Cl)=[O:35], predict the reaction product. The product is: [C:18]([NH:17][C:13]1[CH:12]=[C:11]([CH:8]2[CH2:9][CH2:10][N:5]([CH2:4][CH2:3][C@H:2]([NH:1][C:34]([C:30]3[S:29][CH:33]=[CH:32][CH:31]=3)=[O:35])[C:23]3[CH:24]=[CH:25][CH:26]=[CH:27][CH:28]=3)[CH2:6][CH2:7]2)[CH:16]=[CH:15][CH:14]=1)(=[O:22])[CH:19]([CH3:21])[CH3:20]. (2) The product is: [CH2:11]([C:10]1[S:17][C:2]([C:3]([O:5][CH2:6][CH3:7])=[O:4])=[N:8][N:9]=1)[CH2:12][C:13]#[CH:14]. Given the reactants O=[C:2]([NH:8][NH:9][C:10](=O)[CH2:11][CH2:12][C:13]#[CH:14])[C:3]([O:5][CH2:6][CH3:7])=[O:4].P12(SP3(SP(SP(S3)(S1)=S)(=S)S2)=S)=[S:17], predict the reaction product. (3) Given the reactants [Cl:1][C:2]1[S:10][C:9]2[S:8](=[O:12])(=[O:11])[NH:7][CH2:6][C:5](=[O:13])[C:4]=2[CH:3]=1.[Cl:14][C:15]1[CH:20]=[CH:19][C:18]([Mg]Br)=[CH:17][CH:16]=1.CCOCC, predict the reaction product. The product is: [Cl:1][C:2]1[S:10][C:9]2[S:8](=[O:11])(=[O:12])[NH:7][CH2:6][C:5]([C:18]3[CH:19]=[CH:20][C:15]([Cl:14])=[CH:16][CH:17]=3)([OH:13])[C:4]=2[CH:3]=1.